This data is from Full USPTO retrosynthesis dataset with 1.9M reactions from patents (1976-2016). The task is: Predict the reactants needed to synthesize the given product. (1) Given the product [F:9][C:10]([F:21])([F:20])[C:11]1[CH:16]=[CH:15][C:14]([C:2]2[CH:7]=[CH:6][C:5]([OH:8])=[CH:4][CH:3]=2)=[CH:13][CH:12]=1, predict the reactants needed to synthesize it. The reactants are: Br[C:2]1[CH:7]=[CH:6][C:5]([OH:8])=[CH:4][CH:3]=1.[F:9][C:10]([F:21])([F:20])[C:11]1[CH:16]=[CH:15][C:14](B(O)O)=[CH:13][CH:12]=1.C(=O)([O-])[O-].[K+].[K+]. (2) Given the product [Cl:47][CH2:46][CH2:45][CH2:44][O:1][C:2]1[C:11](=[O:12])[C:10]2[C:5](=[CH:6][C:7]([O:13][CH2:14][C:15]3[CH:16]=[CH:17][CH:18]=[CH:19][CH:20]=3)=[CH:8][CH:9]=2)[O:4][C:3]=1[C:21]1[CH:26]=[CH:25][C:24]([O:27][CH2:28][C:29]2[CH:30]=[CH:31][CH:32]=[CH:33][CH:34]=2)=[C:23]([O:35][CH2:36][C:37]2[CH:42]=[CH:41][CH:40]=[CH:39][CH:38]=2)[CH:22]=1, predict the reactants needed to synthesize it. The reactants are: [OH:1][C:2]1[C:11](=[O:12])[C:10]2[C:5](=[CH:6][C:7]([O:13][CH2:14][C:15]3[CH:20]=[CH:19][CH:18]=[CH:17][CH:16]=3)=[CH:8][CH:9]=2)[O:4][C:3]=1[C:21]1[CH:26]=[CH:25][C:24]([O:27][CH2:28][C:29]2[CH:34]=[CH:33][CH:32]=[CH:31][CH:30]=2)=[C:23]([O:35][CH2:36][C:37]2[CH:42]=[CH:41][CH:40]=[CH:39][CH:38]=2)[CH:22]=1.Br[CH2:44][CH2:45][CH2:46][Cl:47].[Cl-].C(OC1C=C(C=CC=1OCC1C=CC=CC=1)C1OC2C(C(=O)C=1)=CC=C(CCC[N+](C)(C)C)C=2)C1C=CC=CC=1. (3) Given the product [O:8]=[C:6]1[N:5]([C:9]2[CH:14]=[CH:13][CH:12]=[CH:11][CH:10]=2)[N:4]=[C:3]([C:15]([O:17][CH3:25])=[O:16])[C:2]([S:24][C:18]2[CH:23]=[CH:22][CH:21]=[CH:20][CH:19]=2)=[CH:7]1, predict the reactants needed to synthesize it. The reactants are: Cl[C:2]1[C:3]([C:15]([O-:17])=[O:16])=[N:4][N:5]([C:9]2[CH:14]=[CH:13][CH:12]=[CH:11][CH:10]=2)[C:6](=[O:8])[CH:7]=1.[C:18]1([SH:24])[CH:23]=[CH:22][CH:21]=[CH:20][CH:19]=1.[C:25]([O-])([O-])=O.[K+].[K+]. (4) Given the product [CH3:15][O:8][C:7](=[O:9])[C:6]1[CH:10]=[C:2]([NH2:1])[CH:3]=[N:4][CH:5]=1, predict the reactants needed to synthesize it. The reactants are: [NH2:1][C:2]1[CH:3]=[N:4][CH:5]=[C:6]([CH:10]=1)[C:7]([OH:9])=[O:8].O=S(Cl)Cl.[CH3:15]O. (5) The reactants are: [NH2:1][C:2]1[CH:7]=[CH:6][CH:5]=[CH:4][C:3]=1[S:8]([NH:11][C:12]1[CH:13]=[N:14][C:15]([CH3:19])=[C:16]([CH3:18])[CH:17]=1)(=[O:10])=[O:9].[C:20](N1C=CN=C1)(N1C=CN=C1)=[O:21]. Given the product [CH3:18][C:16]1[CH:17]=[C:12]([N:11]2[C:20](=[O:21])[NH:1][C:2]3[CH:7]=[CH:6][CH:5]=[CH:4][C:3]=3[S:8]2(=[O:10])=[O:9])[CH:13]=[N:14][C:15]=1[CH3:19], predict the reactants needed to synthesize it. (6) Given the product [NH:9]([C:21]([O:23][CH2:24][CH:25]1[C:37]2[C:32](=[CH:33][CH:34]=[CH:35][CH:36]=2)[C:31]2[C:26]1=[CH:27][CH:28]=[CH:29][CH:30]=2)=[O:22])[C@H:10]([C:18]([NH:8][CH2:1][C:2]1[CH:7]=[CH:6][CH:5]=[CH:4][CH:3]=1)=[O:19])[C@@H:11]([CH3:17])[O:12][C:13]([CH3:15])([CH3:16])[CH3:14], predict the reactants needed to synthesize it. The reactants are: [CH2:1]([NH2:8])[C:2]1[CH:7]=[CH:6][CH:5]=[CH:4][CH:3]=1.[NH:9]([C:21]([O:23][CH2:24][CH:25]1[C:37]2[C:32](=[CH:33][CH:34]=[CH:35][CH:36]=2)[C:31]2[C:26]1=[CH:27][CH:28]=[CH:29][CH:30]=2)=[O:22])[C@H:10]([C:18](O)=[O:19])[C@@H:11]([CH3:17])[O:12][C:13]([CH3:16])([CH3:15])[CH3:14].CN(C(ON1N=NC2C=CC=NC1=2)=[N+](C)C)C.F[P-](F)(F)(F)(F)F.